From a dataset of Reaction yield outcomes from USPTO patents with 853,638 reactions. Predict the reaction yield, written as a fraction of the theoretical maximum amount of product (1.0 means a 100% yield; for example, 0.34 means a 34% yield). (1) The yield is 0.190. The product is [Cl:1][C:2]1[CH:3]=[C:4]2[C:8](=[C:9]([NH:11][CH:12]3[CH2:17][CH2:16][O:15][CH2:14][CH2:13]3)[CH:10]=1)[NH:7][C:6]([C:18]1[S:19][CH2:20][C@@H:21]([CH2:23][CH2:24][N:25]3[CH2:30][CH2:29][N:28]([C:32](=[O:33])[CH2:31][OH:34])[CH2:27][CH2:26]3)[N:22]=1)=[CH:5]2. The catalyst is CN(C)C=O. The reactants are [Cl:1][C:2]1[CH:3]=[C:4]2[C:8](=[C:9]([NH:11][CH:12]3[CH2:17][CH2:16][O:15][CH2:14][CH2:13]3)[CH:10]=1)[NH:7][C:6]([C:18]1[S:19][CH2:20][C@@H:21]([CH2:23][CH2:24][N:25]3[CH2:30][CH2:29][NH:28][CH2:27][CH2:26]3)[N:22]=1)=[CH:5]2.[C:31](O)(=[O:34])[CH2:32][OH:33].C(N(CC)CC)C.C(Cl)CCl.C1C=CC2N(O)N=NC=2C=1.Cl. (2) The reactants are [CH3:1][N:2]([CH3:19])[C:3]1[C:8]([CH3:9])=[C:7]([CH3:10])[N:6]=[C:5]([NH:11][C@@H:12]2[CH2:17][CH2:16][C@H:15]([NH2:18])[CH2:14][CH2:13]2)[N:4]=1.N1C=CC=CC=1.[C:26](Cl)(=[O:33])[C:27]1[CH:32]=[CH:31][CH:30]=[CH:29][CH:28]=1.[C:35]([OH:41])([C:37]([F:40])([F:39])[F:38])=[O:36]. The catalyst is CN(C=O)C.CS(C)=O. The product is [F:38][C:37]([F:40])([F:39])[C:35]([OH:41])=[O:36].[CH3:19][N:2]([CH3:1])[C:3]1[C:8]([CH3:9])=[C:7]([CH3:10])[N:6]=[C:5]([NH:11][C@@H:12]2[CH2:13][CH2:14][C@H:15]([NH:18][C:26](=[O:33])[C:27]3[CH:32]=[CH:31][CH:30]=[CH:29][CH:28]=3)[CH2:16][CH2:17]2)[N:4]=1. The yield is 0.520. (3) The reactants are C1(C)C=CC(S([N:10]2[C:18]3[C:13](=[CH:14][CH:15]=[CH:16][CH:17]=3)[C:12]([C:19](O)([CH2:22][CH3:23])[CH2:20][CH3:21])=[CH:11]2)(=O)=O)=CC=1.[NH:26]1[C:34]2[C:29](=[CH:30][CH:31]=[CH:32][C:33]=2[NH:35][S:36]([CH3:39])(=[O:38])=[O:37])[CH:28]=[CH:27]1.C(=O)([O-])[O-].[K+].[K+]. The catalyst is C(OCC)(=O)C. The product is [CH2:20]([C:19]([C:28]1[C:29]2[C:34](=[C:33]([NH:35][S:36]([CH3:39])(=[O:37])=[O:38])[CH:32]=[CH:31][CH:30]=2)[NH:26][CH:27]=1)([C:12]1[C:13]2[C:18](=[CH:17][CH:16]=[CH:15][CH:14]=2)[NH:10][CH:11]=1)[CH2:22][CH3:23])[CH3:21]. The yield is 0.540. (4) The reactants are C(Cl)(=O)C(Cl)=O.[CH2:7]([O:27][CH:28]([CH2:32][CH3:33])[C:29]([OH:31])=O)[CH2:8][CH2:9][CH2:10]/[CH:11]=[CH:12]\[CH2:13]/[CH:14]=[CH:15]\[CH2:16]/[CH:17]=[CH:18]\[CH2:19]/[CH:20]=[CH:21]\[CH2:22]/[CH:23]=[CH:24]\[CH2:25][CH3:26].[CH2:34]([CH2:36][NH2:37])[OH:35].O. The catalyst is CN(C=O)C.C(Cl)Cl. The product is [OH:35][CH2:34][CH2:36][NH:37][C:29](=[O:31])[CH:28]([O:27][CH2:7][CH2:8][CH2:9][CH2:10]/[CH:11]=[CH:12]\[CH2:13]/[CH:14]=[CH:15]\[CH2:16]/[CH:17]=[CH:18]\[CH2:19]/[CH:20]=[CH:21]\[CH2:22]/[CH:23]=[CH:24]\[CH2:25][CH3:26])[CH2:32][CH3:33]. The yield is 0.920.